From a dataset of Forward reaction prediction with 1.9M reactions from USPTO patents (1976-2016). Predict the product of the given reaction. (1) Given the reactants C([O:8][C:9]1[CH:10]=[CH:11][CH:12]=[C:13]2[C:17]=1[NH:16][CH:15]=[C:14]2[CH2:18][CH2:19][OH:20])C1C=CC=CC=1.C([O-])=O.[NH4+], predict the reaction product. The product is: [OH:20][CH2:19][CH2:18][C:14]1[C:13]2[C:17](=[C:9]([OH:8])[CH:10]=[CH:11][CH:12]=2)[NH:16][CH:15]=1. (2) Given the reactants Br[C:2]1[CH:3]=[CH:4][C:5]([N+:8]([O-:10])=[O:9])=[N:6][CH:7]=1.[NH2:11][C:12]1[CH:13]=[C:14]([OH:18])[CH:15]=[CH:16][CH:17]=1.C(=O)([O-])[O-].[K+].[K+], predict the reaction product. The product is: [N+:8]([C:5]1[N:6]=[CH:7][C:2]([NH:11][C:12]2[CH:13]=[C:14]([OH:18])[CH:15]=[CH:16][CH:17]=2)=[CH:3][CH:4]=1)([O-:10])=[O:9]. (3) The product is: [Cl:1][C:2]1[N:3]=[CH:4][C:5]2[C:10]3([CH:11]([C:12]4[CH:17]=[CH:16][CH:15]=[C:14]([Cl:18])[C:13]=4[F:19])[CH:28]([C:29]([NH:31][C:32]4[CH:44]=[CH:43][C:35]([O:36][CH2:37][CH2:38][OH:39])=[CH:34][C:33]=4[O:45][CH3:46])=[O:30])[NH:27][CH:26]3[CH2:25][C:24]([CH3:48])([CH3:47])[CH3:23])[C:9](=[O:20])[NH:8][C:6]=2[N:7]=1. Given the reactants [Cl:1][C:2]1[N:3]=[CH:4][C:5]2=[C:6]([NH:8][C:9](=[O:20])/[C:10]/2=[CH:11]\[C:12]2[CH:17]=[CH:16][CH:15]=[C:14]([Cl:18])[C:13]=2[F:19])[N:7]=1.[Li+].[OH-].[CH3:23][C:24]([CH3:48])([CH3:47])[CH2:25]/[CH:26]=[N:27]/[CH2:28][C:29]([NH:31][C:32]1[CH:44]=[CH:43][C:35]([O:36][CH2:37][CH2:38][O:39]C(=O)C)=[CH:34][C:33]=1[O:45][CH3:46])=[O:30].[OH-].[Na+], predict the reaction product. (4) Given the reactants O[C:2]1[N:7]2[N:8]=[CH:9][CH:10]=[C:6]2[N:5]=[CH:4][C:3]=1[C:11]([O:13][CH2:14][CH3:15])=[O:12].[Cl:16][C:17]1[CH:18]=[CH:19][C:20]([F:24])=[C:21]([CH:23]=1)[NH2:22], predict the reaction product. The product is: [Cl:16][C:17]1[CH:18]=[CH:19][C:20]([F:24])=[C:21]([NH:22][C:2]2[N:7]3[N:8]=[CH:9][CH:10]=[C:6]3[N:5]=[CH:4][C:3]=2[C:11]([O:13][CH2:14][CH3:15])=[O:12])[CH:23]=1. (5) Given the reactants [OH:1][C:2]1[CH:17]=[CH:16][CH:15]=[CH:14][C:3]=1[C:4]([NH:6][C:7]([CH3:13])([CH3:12])[C:8]([O:10][CH3:11])=[O:9])=[O:5].C([O-])([O-])=O.[K+].[K+].Cl[CH2:25][CH:26]1[CH2:28][O:27]1, predict the reaction product. The product is: [CH3:13][C:7]([NH:6][C:4](=[O:5])[C:3]1[CH:14]=[CH:15][CH:16]=[CH:17][C:2]=1[O:1][CH2:25][CH:26]1[CH2:28][O:27]1)([CH3:12])[C:8]([O:10][CH3:11])=[O:9].